From a dataset of Forward reaction prediction with 1.9M reactions from USPTO patents (1976-2016). Predict the product of the given reaction. (1) Given the reactants [ClH:1].[N:2]12[CH2:11][CH:6]3[CH2:7][CH:8]([CH2:10][CH:4]([C@H:5]3[NH2:12])[CH2:3]1)[CH2:9]2.[S:13]1[C:17]2=[CH:18][N:19]=[C:20]([C:22](O)=[O:23])[CH:21]=[C:16]2[CH:15]=[CH:14]1.N.Cl, predict the reaction product. The product is: [ClH:1].[ClH:1].[N:2]12[CH2:11][CH:6]3[CH2:7][CH:8]([CH2:10][CH:4]([C@H:5]3[NH:12][C:22]([C:20]3[CH:21]=[C:16]4[CH:15]=[CH:14][S:13][C:17]4=[CH:18][N:19]=3)=[O:23])[CH2:3]1)[CH2:9]2. (2) Given the reactants [OH:1][C@@H:2]1[CH2:7][CH2:6][C@@H:5]([NH:8][C:9]2[C:21]3[C:20]4[CH:19]=[CH:18][C:17]([C:22]5[CH:23]=[N:24][N:25]([CH3:27])[CH:26]=5)=[CH:16][C:15]=4[NH:14][C:13]=3[C:12]([C:28]#[N:29])=[CH:11][N:10]=2)[C@H:4]([CH3:30])[CH2:3]1.OO.C(=O)([O-])[O-:34].[K+].[K+], predict the reaction product. The product is: [OH:1][C@@H:2]1[CH2:7][CH2:6][C@@H:5]([NH:8][C:9]2[C:21]3[C:20]4[CH:19]=[CH:18][C:17]([C:22]5[CH:23]=[N:24][N:25]([CH3:27])[CH:26]=5)=[CH:16][C:15]=4[NH:14][C:13]=3[C:12]([C:28]([NH2:29])=[O:34])=[CH:11][N:10]=2)[C@H:4]([CH3:30])[CH2:3]1. (3) Given the reactants [NH2:1][CH2:2][C:3]1[C:12](=[O:13])[C:11]2[C:6](=[N:7][CH:8]=[CH:9][CH:10]=2)[N:5]([C:14]2[CH:19]=[CH:18][CH:17]=[CH:16][CH:15]=2)[C:4]=1[C:20]1[O:21][CH:22]=[CH:23][N:24]=1.[CH3:25][N:26]1[CH:30]=[C:29]([C:31](O)=[O:32])[CH:28]=[N:27]1, predict the reaction product. The product is: [O:21]1[CH:22]=[CH:23][N:24]=[C:20]1[C:4]1[N:5]([C:14]2[CH:19]=[CH:18][CH:17]=[CH:16][CH:15]=2)[C:6]2[C:11]([C:12](=[O:13])[C:3]=1[CH2:2][NH:1][C:31]([C:29]1[CH:28]=[N:27][N:26]([CH3:25])[CH:30]=1)=[O:32])=[CH:10][CH:9]=[CH:8][N:7]=2.